This data is from Forward reaction prediction with 1.9M reactions from USPTO patents (1976-2016). The task is: Predict the product of the given reaction. Given the reactants [NH2:1][CH:2]([CH2:21][C:22]1[CH:27]=[CH:26][C:25]([O:28][C:29]([CH3:32])([CH3:31])[CH3:30])=[CH:24][CH:23]=1)[C:3]([N:5]([CH2:14][C:15]1[CH:20]=[CH:19][CH:18]=[CH:17][CH:16]=1)[CH2:6][CH:7]([O:11][CH2:12][CH3:13])[O:8][CH2:9][CH3:10])=[O:4].[CH2:33]([NH:40][C:41](=[O:51])[NH:42][C@H:43]([CH2:48][CH:49]=[CH2:50])[CH2:44][C:45](O)=[O:46])[C:34]1[CH:39]=[CH:38][CH:37]=[CH:36][CH:35]=1.CCN=C=NCCCN(C)C.Cl.C1C=CC2N(O)N=NC=2C=1.CCN(C(C)C)C(C)C, predict the reaction product. The product is: [CH2:14]([N:5]([CH2:6][CH:7]([O:11][CH2:12][CH3:13])[O:8][CH2:9][CH3:10])[C:3]([CH:2]([NH:1][C:45](=[O:46])[CH2:44][CH:43]([NH:42][C:41]([NH:40][CH2:33][C:34]1[CH:39]=[CH:38][CH:37]=[CH:36][CH:35]=1)=[O:51])[CH2:48][CH:49]=[CH2:50])[CH2:21][C:22]1[CH:23]=[CH:24][C:25]([O:28][C:29]([CH3:30])([CH3:32])[CH3:31])=[CH:26][CH:27]=1)=[O:4])[C:15]1[CH:16]=[CH:17][CH:18]=[CH:19][CH:20]=1.